From a dataset of CYP2C9 inhibition data for predicting drug metabolism from PubChem BioAssay. Regression/Classification. Given a drug SMILES string, predict its absorption, distribution, metabolism, or excretion properties. Task type varies by dataset: regression for continuous measurements (e.g., permeability, clearance, half-life) or binary classification for categorical outcomes (e.g., BBB penetration, CYP inhibition). Dataset: cyp2c9_veith. (1) The molecule is CCOc1ccc2c(ccc(/C=C\c3cc(C)c4cccnc4c3O)[n+]2C)c1. The result is 0 (non-inhibitor). (2) The compound is CN(C)CCCN=c1c2ccccc2n(C)c2[nH]c(=O)n(C)c(=O)c12. The result is 0 (non-inhibitor). (3) The molecule is CCn1c(=O)n(CC)c2cc([N+](=O)[O-])ccc21. The result is 0 (non-inhibitor).